The task is: Regression. Given a peptide amino acid sequence and an MHC pseudo amino acid sequence, predict their binding affinity value. This is MHC class II binding data.. This data is from Peptide-MHC class II binding affinity with 134,281 pairs from IEDB. (1) The peptide sequence is MIEEGDIHWQIISSE. The MHC is HLA-DPA10301-DPB10402 with pseudo-sequence HLA-DPA10301-DPB10402. The binding affinity (normalized) is 0.332. (2) The MHC is DRB1_1101 with pseudo-sequence DRB1_1101. The peptide sequence is IRQAGVQYSRADEEQ. The binding affinity (normalized) is 0.0152. (3) The peptide sequence is NPMTVFWSKMAQSMT. The MHC is HLA-DQA10301-DQB10302 with pseudo-sequence HLA-DQA10301-DQB10302. The binding affinity (normalized) is 0.114. (4) The peptide sequence is VNFFRMVISNPAA. The MHC is DRB1_0401 with pseudo-sequence DRB1_0401. The binding affinity (normalized) is 0.763. (5) The peptide sequence is YKAAVDLSHFLKEKG. The MHC is DRB1_0101 with pseudo-sequence DRB1_0101. The binding affinity (normalized) is 0.157. (6) The peptide sequence is DKYNKQLMVSSCVTS. The MHC is DRB1_0401 with pseudo-sequence DRB1_0401. The binding affinity (normalized) is 0.352. (7) The peptide sequence is SQALELSWNLNGLQAY. The MHC is HLA-DQA10101-DQB10501 with pseudo-sequence HLA-DQA10101-DQB10501. The binding affinity (normalized) is 0.609.